From a dataset of Peptide-MHC class II binding affinity with 134,281 pairs from IEDB. Regression. Given a peptide amino acid sequence and an MHC pseudo amino acid sequence, predict their binding affinity value. This is MHC class II binding data. (1) The peptide sequence is AAYSDQATLLLQSPR. The binding affinity (normalized) is 0.201. The MHC is DRB1_0101 with pseudo-sequence DRB1_0101. (2) The peptide sequence is AFKVAATAANAAP. The MHC is HLA-DPA10103-DPB10301 with pseudo-sequence HLA-DPA10103-DPB10301. The binding affinity (normalized) is 0.930. (3) The peptide sequence is LGALTGTYVYNHLTPLRDWA. The MHC is DRB1_0101 with pseudo-sequence DRB1_0101. The binding affinity (normalized) is 0.931. (4) The peptide sequence is AYSIEFGTNISKEHD. The MHC is HLA-DQA10101-DQB10501 with pseudo-sequence HLA-DQA10101-DQB10501. The binding affinity (normalized) is 0.233. (5) The peptide sequence is DLSGIAFGSMAKKGD. The MHC is HLA-DQA10301-DQB10302 with pseudo-sequence HLA-DQA10301-DQB10302. The binding affinity (normalized) is 0.115. (6) The peptide sequence is MIVDTISDFRAAIAN. The MHC is DRB1_0404 with pseudo-sequence DRB1_0404. The binding affinity (normalized) is 0.413. (7) The peptide sequence is AAVVRFQEAANKQKQ. The MHC is HLA-DQA10501-DQB10301 with pseudo-sequence HLA-DQA10501-DQB10301. The binding affinity (normalized) is 0.0368. (8) The peptide sequence is SLLNNQFGTMPSLTM. The MHC is DRB1_0901 with pseudo-sequence DRB1_0901. The binding affinity (normalized) is 0.446. (9) The peptide sequence is ASMVIFDRSFTITIA. The MHC is DRB1_0405 with pseudo-sequence DRB1_0405. The binding affinity (normalized) is 0.407. (10) The peptide sequence is VRAVAESHGVAAVLF. The MHC is HLA-DQA10501-DQB10301 with pseudo-sequence HLA-DQA10501-DQB10301. The binding affinity (normalized) is 0.614.